From a dataset of Full USPTO retrosynthesis dataset with 1.9M reactions from patents (1976-2016). Predict the reactants needed to synthesize the given product. Given the product [C:39]([O:38][C:36](=[O:37])[NH:43][CH2:44][CH2:45][C:46]([NH:1][C:2]1[CH:7]=[CH:6][CH:5]=[C:4]([C:8]2[CH:13]=[C:12]([C:14]3[CH:19]=[CH:18][C:17]([F:20])=[CH:16][C:15]=3[O:21][CH2:22][O:23][CH2:24][CH3:25])[N:11]=[C:10]([NH:26][C:27]([C:29]3[S:30][CH:31]=[CH:32][CH:33]=3)=[O:28])[C:9]=2[C:34]#[N:35])[CH:3]=1)=[O:47])([CH3:42])([CH3:40])[CH3:41], predict the reactants needed to synthesize it. The reactants are: [NH2:1][C:2]1[CH:3]=[C:4]([C:8]2[CH:13]=[C:12]([C:14]3[CH:19]=[CH:18][C:17]([F:20])=[CH:16][C:15]=3[O:21][CH2:22][O:23][CH2:24][CH3:25])[N:11]=[C:10]([NH:26][C:27]([C:29]3[S:30][CH:31]=[CH:32][CH:33]=3)=[O:28])[C:9]=2[C:34]#[N:35])[CH:5]=[CH:6][CH:7]=1.[C:36]([NH:43][CH2:44][CH2:45][C:46](O)=[O:47])([O:38][C:39]([CH3:42])([CH3:41])[CH3:40])=[O:37].C1C=CC2N(O)N=NC=2C=1.